This data is from Full USPTO retrosynthesis dataset with 1.9M reactions from patents (1976-2016). The task is: Predict the reactants needed to synthesize the given product. (1) Given the product [F:1][C:2]([F:23])([F:24])[C:3]1[CH:4]=[C:5]([C:13]2[CH:21]=[CH:20][CH:19]=[C:18]3[C:14]=2[CH2:15][CH:16]([CH2:26][C:27]2[CH:36]=[CH:35][C:30]([C:31]([O:33][CH3:34])=[O:32])=[CH:29][CH:28]=2)[C:17]3=[O:22])[CH:6]=[C:7]([C:9]([F:10])([F:11])[F:12])[CH:8]=1, predict the reactants needed to synthesize it. The reactants are: [F:1][C:2]([F:24])([F:23])[C:3]1[CH:4]=[C:5]([C:13]2[CH:21]=[CH:20][CH:19]=[C:18]3[C:14]=2[CH2:15][CH2:16][C:17]3=[O:22])[CH:6]=[C:7]([C:9]([F:12])([F:11])[F:10])[CH:8]=1.Br[CH2:26][C:27]1[CH:36]=[CH:35][C:30]([C:31]([O:33][CH3:34])=[O:32])=[CH:29][CH:28]=1.C([O-])(=O)C1C=CC=CC=1. (2) The reactants are: [CH:1]([C:3]1[O:7][C:6]([C:8]2[CH:15]=[CH:14][C:11]([C:12]#[N:13])=[CH:10][CH:9]=2)=[CH:5][CH:4]=1)=O.[C:16]1([CH2:22][CH2:23][N:24]2[C:28](=[O:29])[CH2:27][S:26][C:25]2=[S:30])[CH:21]=[CH:20][CH:19]=[CH:18][CH:17]=1. Given the product [O:29]=[C:28]1[C:27](=[CH:1][C:3]2[O:7][C:6]([C:8]3[CH:9]=[CH:10][C:11]([C:12]#[N:13])=[CH:14][CH:15]=3)=[CH:5][CH:4]=2)[S:26][C:25](=[S:30])[N:24]1[CH2:23][CH2:22][C:16]1[CH:21]=[CH:20][CH:19]=[CH:18][CH:17]=1, predict the reactants needed to synthesize it. (3) Given the product [Cl-:7].[CH2:8]([N+:4]1[CH:5]=[CH:6][N:2]([CH3:1])[CH:3]=1)[CH2:9][CH2:10][CH2:11][CH2:12][CH3:13], predict the reactants needed to synthesize it. The reactants are: [CH3:1][N:2]1[CH:6]=[CH:5][N:4]=[CH:3]1.[Cl:7][CH2:8][CH2:9][CH2:10][CH2:11][CH2:12][CH3:13]. (4) Given the product [Si:1]([O:9][C@H:10]([CH3:15])[C:11]([O:13][CH3:14])=[O:12])([C:4]([CH3:7])([CH3:6])[CH3:5])([CH3:3])[CH3:2], predict the reactants needed to synthesize it. The reactants are: [Si:1](Cl)([C:4]([CH3:7])([CH3:6])[CH3:5])([CH3:3])[CH3:2].[OH:9][C@H:10]([CH3:15])[C:11]([O:13][CH3:14])=[O:12].N1C=CN=C1.